From a dataset of CYP3A4 inhibition data for predicting drug metabolism from PubChem BioAssay. Regression/Classification. Given a drug SMILES string, predict its absorption, distribution, metabolism, or excretion properties. Task type varies by dataset: regression for continuous measurements (e.g., permeability, clearance, half-life) or binary classification for categorical outcomes (e.g., BBB penetration, CYP inhibition). Dataset: cyp3a4_veith. (1) The compound is Cc1ccsc1/C=C1/SC(=O)N(CC(=O)N2CCOCC2)C1=O. The result is 0 (non-inhibitor). (2) The drug is O=C(c1cc2sccc2n1Cc1ccccc1)N1CCN(c2nc3ccccc3s2)CC1. The result is 1 (inhibitor). (3) The molecule is CCOc1nnc(C)c2c(C)n(-c3ccc(Cl)cc3)nc12. The result is 0 (non-inhibitor). (4) The drug is CN(C)S(=O)(=O)Oc1ccsc1C(=O)Nc1cccc(Cl)c1. The result is 1 (inhibitor). (5) The molecule is COc1cc(C2N(c3cc(C)on3)C(=O)C3CCCN32)cc(OC)c1OC. The result is 0 (non-inhibitor).